From a dataset of Forward reaction prediction with 1.9M reactions from USPTO patents (1976-2016). Predict the product of the given reaction. (1) Given the reactants C1(C2N=CC=CC=2C(O)=O)C=CC=CC=1.[C:16]1([C:22]2[C:27]([NH2:28])=[CH:26][CH:25]=[CH:24][N:23]=2)[CH:21]=[CH:20][CH:19]=[CH:18][CH:17]=1, predict the reaction product. The product is: [C:16]1([CH:22]2[CH:27]([NH2:28])[CH2:26][CH2:25][CH2:24][NH:23]2)[CH:17]=[CH:18][CH:19]=[CH:20][CH:21]=1. (2) Given the reactants [NH:1]1[CH:5]=[CH:4][N:3]=[N:2]1.N1C=CC=N1.N1C2C(=NC=CC=2)N(O[C:21]2[C:22]3[CH2:31][CH2:30][N:29]([C:32]([C:34]4[CH:39]=[CH:38][CH:37]=[C:36]([C:40]([F:43])([F:42])[F:41])[C:35]=4[Cl:44])=[O:33])[CH2:28][C:23]=3[N:24]=[C:25]([CH3:27])[N:26]=2)N=1.ClC1C2CCN(C(OC(C)(C)C)=O)CC=2N=CN=1, predict the reaction product. The product is: [Cl:44][C:35]1[C:36]([C:40]([F:43])([F:41])[F:42])=[CH:37][CH:38]=[CH:39][C:34]=1[C:32]([N:29]1[CH2:30][CH2:31][C:22]2[C:21]([N:2]3[N:3]=[CH:4][CH:5]=[N:1]3)=[N:26][C:25]([CH3:27])=[N:24][C:23]=2[CH2:28]1)=[O:33]. (3) Given the reactants [Cl:1][C:2]1[C:3]([F:12])=[CH:4][C:5]([F:11])=[C:6]([CH:10]=1)[C:7]([OH:9])=[O:8].[CH3:13][C:14]1[CH:19]=[CH:18][C:17](O)=[CH:16][CH:15]=1.C(N(CC)CC)C, predict the reaction product. The product is: [Cl:1][C:2]1[C:3]([F:12])=[CH:4][C:5]([F:11])=[C:6]([CH:10]=1)[C:7]([O:9][C:17]1[CH:18]=[CH:19][C:14]([CH3:13])=[CH:15][CH:16]=1)=[O:8]. (4) The product is: [CH2:1]([O:3][C:4]1[CH:9]=[CH:8][C:7]([C:10]2[Se:14][C:13]([CH2:15][OH:16])=[CH:12][CH:11]=2)=[C:6]([F:17])[C:5]=1[F:18])[CH3:2]. Given the reactants [CH2:1]([O:3][C:4]1[CH:9]=[CH:8][C:7]([C:10]2[Se:14][C:13]([CH:15]=[O:16])=[CH:12][CH:11]=2)=[C:6]([F:17])[C:5]=1[F:18])[CH3:2].[H-].[Al+3].[Li+].[H-].[H-].[H-].O.[H][H], predict the reaction product. (5) Given the reactants [CH:1]1([C:4]2[N:8]([CH2:9][C:10]3[C:11]([CH3:16])=[N:12][O:13][C:14]=3[CH3:15])[N:7]=[C:6]([C:17]3[N:22]=[C:21]([NH2:23])[C:20]([O:24][CH3:25])=[CH:19][N:18]=3)[C:5]=2[CH3:26])[CH2:3][CH2:2]1.Cl.[CH2:28]([O:30][C:31](=[O:39])[C:32]1[C:37](Cl)=[CH:36][CH:35]=[N:34][CH:33]=1)[CH3:29].C(=O)([O-])[O-].[Cs+].[Cs+].C1(P(C2C=CC=CC=2)C2C3OC4C(=CC=CC=4P(C4C=CC=CC=4)C4C=CC=CC=4)C(C)(C)C=3C=CC=2)C=CC=CC=1, predict the reaction product. The product is: [CH:1]1([C:4]2[N:8]([CH2:9][C:10]3[C:11]([CH3:16])=[N:12][O:13][C:14]=3[CH3:15])[N:7]=[C:6]([C:17]3[N:22]=[C:21]([NH:23][C:37]4[C:32]([C:31]([O:30][CH2:28][CH3:29])=[O:39])=[CH:33][N:34]=[CH:35][CH:36]=4)[C:20]([O:24][CH3:25])=[CH:19][N:18]=3)[C:5]=2[CH3:26])[CH2:3][CH2:2]1. (6) Given the reactants [CH2:1]([O:3][C:4](=[O:17])[CH2:5][C:6]1[C:15]2[C:10](=[CH:11][CH:12]=[CH:13][CH:14]=2)[CH:9]=[C:8]([NH2:16])[CH:7]=1)[CH3:2].[N:18]([O-])=O.[Na+].O.O.[Cl:24][Sn]Cl, predict the reaction product. The product is: [ClH:24].[CH2:1]([O:3][C:4](=[O:17])[CH2:5][C:6]1[C:15]2[C:10](=[CH:11][CH:12]=[CH:13][CH:14]=2)[CH:9]=[C:8]([NH:16][NH2:18])[CH:7]=1)[CH3:2]. (7) The product is: [CH3:1][O:2][C:3]([C@:5]1([CH3:19])[C@H:9]([OH:10])[CH2:8][CH2:7][N:6]1[C:11]([O:13][C:14]([CH3:17])([CH3:16])[CH3:15])=[O:12])=[O:4]. Given the reactants [CH3:1][O:2][C:3]([C@@H:5]1[C@H:9]([OH:10])[CH2:8][CH2:7][N:6]1[C:11]([O:13][C:14]([CH3:17])([CH3:16])[CH3:15])=[O:12])=[O:4].[Li+].[CH3:19]C([N-]C(C)C)C.IC, predict the reaction product. (8) Given the reactants [CH2:1]([NH:3][C:4]([C:6]1[C:10]([N+:11]([O-])=O)=[C:9]([C:14]2[CH:19]=[C:18]([Cl:20])[C:17]([O:21][CH2:22][C:23]3[CH:28]=[CH:27][CH:26]=[CH:25][CH:24]=3)=[CH:16][C:15]=2[O:29][CH2:30][C:31]2[CH:36]=[CH:35][CH:34]=[CH:33][CH:32]=2)[O:8][N:7]=1)=[O:5])[CH3:2].[NH4+].[Cl-], predict the reaction product. The product is: [CH2:30]([O:29][C:15]1[CH:16]=[C:17]([O:21][CH2:22][C:23]2[CH:28]=[CH:27][CH:26]=[CH:25][CH:24]=2)[C:18]([Cl:20])=[CH:19][C:14]=1[C:9]1[O:8][N:7]=[C:6]([C:4]([NH:3][CH2:1][CH3:2])=[O:5])[C:10]=1[NH2:11])[C:31]1[CH:32]=[CH:33][CH:34]=[CH:35][CH:36]=1. (9) Given the reactants NC1C=CC=C(C(N)=O)C=1.[NH:11]1[C:19]2[CH:18]=[CH:17][CH:16]=[C:15]([C:20]([NH2:22])=[O:21])[C:14]=2[C:13](=[O:23])[C:12]1=[O:24].[CH:25]1[C:30]([NH:31][NH2:32])=[CH:29][CH:28]=[C:27]([S:33]([NH2:36])(=[O:35])=[O:34])[CH:26]=1.Cl, predict the reaction product. The product is: [NH:11]1[C:19]2[CH:18]=[CH:17][CH:16]=[C:15]([C:20]([NH2:22])=[O:21])[C:14]=2[C:13](=[O:23])[C:12]1=[O:24].[O:24]=[C:12]1[C:13](=[N:32][NH:31][C:30]2[CH:29]=[CH:28][C:27]([S:33](=[O:35])(=[O:34])[NH2:36])=[CH:26][CH:25]=2)[C:14]2[C:15]([C:20]([NH2:22])=[O:21])=[CH:16][CH:17]=[CH:18][C:19]=2[NH:11]1.